This data is from Catalyst prediction with 721,799 reactions and 888 catalyst types from USPTO. The task is: Predict which catalyst facilitates the given reaction. (1) Reactant: C([O:4][C:5]([C:7]1[CH:12]=[CH:11][C:10]([O:13][C:14]([C:16]2([CH2:29][CH2:30][CH2:31][CH2:32][CH3:33])[CH2:24][C:23]3[C:22]([CH3:26])([CH3:25])[CH2:21][CH2:20][C:19]([CH3:28])([CH3:27])[C:18]=3[CH2:17]2)=[O:15])=[CH:9][CH:8]=1)=[O:6])C=C. Product: [C:5]([C:7]1[CH:8]=[CH:9][C:10]([O:13][C:14]([C:16]2([CH2:29][CH2:30][CH2:31][CH2:32][CH3:33])[CH2:24][C:23]3[C:22]([CH3:25])([CH3:26])[CH2:21][CH2:20][C:19]([CH3:27])([CH3:28])[C:18]=3[CH2:17]2)=[O:15])=[CH:11][CH:12]=1)([OH:6])=[O:4]. The catalyst class is: 1. (2) Reactant: [CH:1]([CH:14]1[CH2:19][CH2:18][NH:17][CH2:16][CH2:15]1)([C:8]1[CH:13]=[CH:12][CH:11]=[CH:10][CH:9]=1)[C:2]1[CH:7]=[CH:6][CH:5]=[CH:4][CH:3]=1.[O:20]=[C:21]1[C:26]([C:33]2[CH:38]=[CH:37][CH:36]=[CH:35][CH:34]=2)([C:27]2[CH:32]=[CH:31][CH:30]=[CH:29][CH:28]=2)[CH2:25][CH2:24][CH2:23][N:22]1[CH2:39][C:40](O)=[O:41].Cl.C(N=C=NCCCN(C)C)C. Product: [CH:1]([CH:14]1[CH2:19][CH2:18][N:17]([C:40](=[O:41])[CH2:39][N:22]2[CH2:23][CH2:24][CH2:25][C:26]([C:33]3[CH:38]=[CH:37][CH:36]=[CH:35][CH:34]=3)([C:27]3[CH:32]=[CH:31][CH:30]=[CH:29][CH:28]=3)[C:21]2=[O:20])[CH2:16][CH2:15]1)([C:8]1[CH:9]=[CH:10][CH:11]=[CH:12][CH:13]=1)[C:2]1[CH:3]=[CH:4][CH:5]=[CH:6][CH:7]=1. The catalyst class is: 112. (3) Reactant: [CH3:1][C@H:2]1[C@@H:7]([N:8]([C:10]2[N:18]=[CH:17][N:16]=[C:15]3[C:11]=2[CH:12]=[CH:13][NH:14]3)[CH3:9])[CH2:6][N:5]([C:19]([CH2:21][C:22]#[N:23])=[O:20])[CH2:4][CH2:3]1.Cl.O.[C:26]([OH:38])(=[O:37])[CH2:27][C:28]([CH2:33][C:34]([OH:36])=[O:35])([C:30]([OH:32])=[O:31])[OH:29].C(=O)(O)[O-].[Na+]. Product: [CH3:1][C@H:2]1[C@@H:7]([N:8]([C:10]2[N:18]=[CH:17][N:16]=[C:15]3[C:11]=2[CH:12]=[CH:13][NH:14]3)[CH3:9])[CH2:6][N:5]([C:19]([CH2:21][C:22]#[N:23])=[O:20])[CH2:4][CH2:3]1.[CH2:33]([C:28]([OH:29])([C:30]([OH:32])=[O:31])[CH2:27][C:26]([OH:38])=[O:37])[C:34]([OH:36])=[O:35]. The catalyst class is: 6.